This data is from Full USPTO retrosynthesis dataset with 1.9M reactions from patents (1976-2016). The task is: Predict the reactants needed to synthesize the given product. (1) Given the product [Br:12][C:10]1[CH:9]=[CH:8][C:3]([C:4]([O:6][CH3:7])=[O:5])=[C:2]([I:22])[CH:11]=1, predict the reactants needed to synthesize it. The reactants are: N[C:2]1[CH:11]=[C:10]([Br:12])[CH:9]=[CH:8][C:3]=1[C:4]([O:6][CH3:7])=[O:5].S(=O)(=O)(O)O.N([O-])=O.[Na+].[I-:22].[K+].[OH-].[Na+]. (2) Given the product [Br-:35].[NH2:23][C:18]1[NH:19][C:20](=[O:22])[C:21]2[N+:13]([CH2:12][C:3]3[CH:4]=[CH:5][C:6]4[C:11](=[CH:10][CH:9]=[CH:8][CH:7]=4)[CH:2]=3)=[CH:14][N:15]([CH2:34][C:25]3[CH:26]=[CH:27][C:28]4[C:33](=[CH:32][CH:31]=[CH:30][CH:29]=4)[CH:24]=3)[C:16]=2[N:17]=1, predict the reactants needed to synthesize it. The reactants are: Cl.[CH:2]1[C:11]2[C:6](=[CH:7][CH:8]=[CH:9][CH:10]=2)[CH:5]=[CH:4][C:3]=1[CH2:12][N:13]1[C:21]2[C:20](=[O:22])[NH:19][C:18]([NH2:23])=[N:17][C:16]=2[N:15]=[CH:14]1.[CH:24]1[C:33]2[C:28](=[CH:29][CH:30]=[CH:31][CH:32]=2)[CH:27]=[CH:26][C:25]=1[CH2:34][Br:35]. (3) Given the product [Cl:1][C:2]1[CH:7]=[CH:6][C:5]([CH:8]([C:14]2[C:22]3[C:17](=[C:18]([NH:23][S:24]([CH3:27])(=[O:26])=[O:25])[CH:19]=[CH:20][CH:21]=3)[NH:16][N:15]=2)[CH2:9][CH2:10][C:11]([O:13][CH3:34])=[O:12])=[C:4]([F:28])[CH:3]=1, predict the reactants needed to synthesize it. The reactants are: [Cl:1][C:2]1[CH:7]=[CH:6][C:5]([CH:8]([C:14]2[C:22]3[C:17](=[C:18]([NH:23][S:24]([CH3:27])(=[O:26])=[O:25])[CH:19]=[CH:20][CH:21]=3)[NH:16][N:15]=2)[CH2:9][CH2:10][C:11]([OH:13])=[O:12])=[C:4]([F:28])[CH:3]=1.S(=O)(=O)(O)O.[CH3:34]O. (4) Given the product [Cl:17][C:18]1[CH:19]=[N:20][N:21]([C:23]2[CH:28]=[CH:27][C:26]([O:1][CH2:2][C@@H:3]3[C@@H:8]([NH:9][C:10](=[O:16])[O:11][C:12]([CH3:13])([CH3:15])[CH3:14])[CH2:7][CH2:6][O:5][CH2:4]3)=[CH:25][C:24]=2[F:30])[CH:22]=1, predict the reactants needed to synthesize it. The reactants are: [OH:1][CH2:2][C@@H:3]1[C@@H:8]([NH:9][C:10](=[O:16])[O:11][C:12]([CH3:15])([CH3:14])[CH3:13])[CH2:7][CH2:6][O:5][CH2:4]1.[Cl:17][C:18]1[CH:19]=[N:20][N:21]([C:23]2[CH:28]=[CH:27][C:26](O)=[CH:25][C:24]=2[F:30])[CH:22]=1.C1CCN(C(N=NC(N2CCCCC2)=O)=O)CC1.C(P(CCCC)CCCC)CCC.